From a dataset of Peptide-MHC class I binding affinity with 185,985 pairs from IEDB/IMGT. Regression. Given a peptide amino acid sequence and an MHC pseudo amino acid sequence, predict their binding affinity value. This is MHC class I binding data. (1) The peptide sequence is MLMTGTLAV. The MHC is HLA-A68:02 with pseudo-sequence HLA-A68:02. The binding affinity (normalized) is 0.790. (2) The peptide sequence is HMIAGVFFT. The MHC is HLA-A02:17 with pseudo-sequence HLA-A02:17. The binding affinity (normalized) is 0.330.